Dataset: Catalyst prediction with 721,799 reactions and 888 catalyst types from USPTO. Task: Predict which catalyst facilitates the given reaction. (1) Reactant: [Cl:1][C:2]1[S:6][C:5]([C:7]([NH:9][C:10]2[CH:14]=[CH:13][N:12]([CH2:15][C:16]([OH:18])=O)[N:11]=2)=[O:8])=[CH:4][CH:3]=1.[CH3:19][N:20]1[CH2:25][CH2:24][CH:23]([N:26]2[CH2:31][CH2:30][NH:29][CH2:28][CH2:27]2)[CH2:22][CH2:21]1. Product: [CH3:19][N:20]1[CH2:21][CH2:22][CH:23]([N:26]2[CH2:31][CH2:30][N:29]([C:16](=[O:18])[CH2:15][N:12]3[CH:13]=[CH:14][C:10]([NH:9][C:7]([C:5]4[S:6][C:2]([Cl:1])=[CH:3][CH:4]=4)=[O:8])=[N:11]3)[CH2:28][CH2:27]2)[CH2:24][CH2:25]1. The catalyst class is: 1. (2) Reactant: [OH:1][C:2]1[CH:19]=[CH:18][C:17]2[C@@H:16]3[C@H:7]([C@H:8]4[C@@:12]([CH2:14][CH2:15]3)([CH3:13])[C@@H:11]([OH:20])[CH2:10][CH2:9]4)[C@H:6]([CH2:21][CH2:22][CH2:23][CH2:24][CH2:25][CH2:26][CH2:27][CH2:28][CH2:29][CH:30]([CH2:36][CH2:37][CH2:38][C:39]([F:45])([F:44])[C:40]([F:43])([F:42])[F:41])[C:31]([O:33]CC)=[O:32])[CH2:5][C:4]=2[CH:3]=1.[OH-].[Na+].Cl. Product: [OH:1][C:2]1[CH:19]=[CH:18][C:17]2[C@@H:16]3[C@H:7]([C@H:8]4[C@@:12]([CH2:14][CH2:15]3)([CH3:13])[C@@H:11]([OH:20])[CH2:10][CH2:9]4)[C@H:6]([CH2:21][CH2:22][CH2:23][CH2:24][CH2:25][CH2:26][CH2:27][CH2:28][CH2:29][CH:30]([CH2:36][CH2:37][CH2:38][C:39]([F:44])([F:45])[C:40]([F:41])([F:42])[F:43])[C:31]([OH:33])=[O:32])[CH2:5][C:4]=2[CH:3]=1. The catalyst class is: 40. (3) Reactant: CC1(C)C(C)(C)OB([C:9]2[CH2:10][CH2:11][N:12]([C:15]([O:17][C:18]([CH3:21])([CH3:20])[CH3:19])=[O:16])[CH2:13][CH:14]=2)O1.Br[C:24]1[CH:29]=[CH:28][C:27]([OH:30])=[C:26]([CH:31]([CH3:33])[CH3:32])[CH:25]=1.C(=O)([O-])[O-].[K+].[K+]. Product: [OH:30][C:27]1[CH:28]=[CH:29][C:24]([C:9]2[CH2:10][CH2:11][N:12]([C:15]([O:17][C:18]([CH3:19])([CH3:20])[CH3:21])=[O:16])[CH2:13][CH:14]=2)=[CH:25][C:26]=1[CH:31]([CH3:33])[CH3:32]. The catalyst class is: 39. (4) Product: [Br:16][CH2:2][C:3]1[CH:4]=[C:5]([CH:8]=[C:9]([C:11]([F:14])([F:13])[F:12])[CH:10]=1)[C:6]#[N:7]. The catalyst class is: 2. Reactant: O[CH2:2][C:3]1[CH:4]=[C:5]([CH:8]=[C:9]([C:11]([F:14])([F:13])[F:12])[CH:10]=1)[C:6]#[N:7].C(Br)(Br)(Br)[Br:16].C1(P(C2C=CC=CC=2)C2C=CC=CC=2)C=CC=CC=1. (5) Reactant: [H-].[Na+].[CH3:3][N:4]([CH3:33])[C:5]([C:7]1[CH:12]=[C:11]([OH:13])[CH:10]=[CH:9][C:8]=1[NH:14][C:15]([C:17]1[C:18]([C:23]2[CH:28]=[CH:27][C:26]([C:29]([F:32])([F:31])[F:30])=[CH:25][CH:24]=2)=[CH:19][CH:20]=[CH:21][CH:22]=1)=[O:16])=[O:6].Br[CH2:35][C:36]([O:38][CH2:39][C:40]1[CH:45]=[CH:44][CH:43]=[CH:42][CH:41]=1)=[O:37]. Product: [CH2:39]([O:38][C:36](=[O:37])[CH2:35][O:13][C:11]1[CH:10]=[CH:9][C:8]([NH:14][C:15]([C:17]2[C:18]([C:23]3[CH:24]=[CH:25][C:26]([C:29]([F:30])([F:31])[F:32])=[CH:27][CH:28]=3)=[CH:19][CH:20]=[CH:21][CH:22]=2)=[O:16])=[C:7]([C:5](=[O:6])[N:4]([CH3:33])[CH3:3])[CH:12]=1)[C:40]1[CH:45]=[CH:44][CH:43]=[CH:42][CH:41]=1. The catalyst class is: 807. (6) Reactant: C[O:2][C:3]([C:5]1[CH:6]=[CH:7][C:8]2[C:9]3[C:10](=[C:27]([CH3:36])[N:28]([CH:30]4[CH2:35][CH2:34][CH2:33][CH2:32][O:31]4)[N:29]=3)[C:11](=[O:26])[N:12]([CH2:15][CH2:16][CH2:17][NH:18][C:19]([O:21][C:22]([CH3:25])([CH3:24])[CH3:23])=[O:20])[C:13]=2[CH:14]=1)=[O:4].CO.O.[OH-].[Na+]. Product: [C:22]([O:21][C:19]([NH:18][CH2:17][CH2:16][CH2:15][N:12]1[C:13]2[CH:14]=[C:5]([C:3]([OH:4])=[O:2])[CH:6]=[CH:7][C:8]=2[C:9]2=[N:29][N:28]([CH:30]3[CH2:35][CH2:34][CH2:33][CH2:32][O:31]3)[C:27]([CH3:36])=[C:10]2[C:11]1=[O:26])=[O:20])([CH3:25])([CH3:23])[CH3:24]. The catalyst class is: 7. (7) Reactant: [CH3:1][C:2]1([CH3:23])[O:7][C:6](=[O:8])[C:5](=[CH:9][NH:10][C:11]2[CH:20]=[CH:19][C:14]([C:15]([O:17][CH3:18])=[O:16])=[C:13]([OH:21])[CH:12]=2)[C:4](=[O:22])[O:3]1.[H-].[Na+].[CH2:26](Br)[C:27]1[CH:32]=[CH:31][CH:30]=[CH:29][CH:28]=1. Product: [CH2:26]([O:21][C:13]1[CH:12]=[C:11]([NH:10][CH:9]=[C:5]2[C:4](=[O:22])[O:3][C:2]([CH3:23])([CH3:1])[O:7][C:6]2=[O:8])[CH:20]=[CH:19][C:14]=1[C:15]([O:17][CH3:18])=[O:16])[C:27]1[CH:32]=[CH:31][CH:30]=[CH:29][CH:28]=1. The catalyst class is: 35.